From a dataset of Reaction yield outcomes from USPTO patents with 853,638 reactions. Predict the reaction yield, written as a fraction of the theoretical maximum amount of product (1.0 means a 100% yield; for example, 0.34 means a 34% yield). (1) The reactants are [C:1]([NH:4][C@H:5]([CH2:10][C:11]1[CH:16]=[CH:15][C:14]([O:17][CH2:18][CH:19]=[CH2:20])=[CH:13][CH:12]=1)[C:6]([O:8]C)=[O:7])(=[O:3])[CH3:2].O.[OH-].[Li+]. The catalyst is C1COCC1.O.O. The product is [C:1]([NH:4][C@H:5]([CH2:10][C:11]1[CH:16]=[CH:15][C:14]([O:17][CH2:18][CH:19]=[CH2:20])=[CH:13][CH:12]=1)[C:6]([OH:8])=[O:7])(=[O:3])[CH3:2]. The yield is 0.880. (2) No catalyst specified. The product is [Cl:1][C:2]1[C:7]([N:11]2[CH2:15][CH2:14][CH2:13][CH2:12]2)=[C:6]([CH:5]=[CH:4][N:3]=1)[C:9]#[N:10]. The yield is 0.940. The reactants are [Cl:1][C:2]1[C:7](F)=[C:6]([C:9]#[N:10])[CH:5]=[CH:4][N:3]=1.[NH:11]1[CH2:15][CH2:14][CH2:13][CH2:12]1. (3) The reactants are Br[C:2]1[CH:3]=[C:4]2[C:9](=[CH:10][CH:11]=1)[N:8]=[C:7]([O:12][CH3:13])[CH:6]=[CH:5]2.[NH:14]1[CH:18]=[CH:17][N:16]=[CH:15]1.C([O-])([O-])=O.[K+].[K+].C(N(CC(O)=O)CC(O)=O)CN(CC(O)=O)CC(O)=O. The catalyst is CN(C=O)C.[Cu]I. The product is [N:14]1([C:2]2[CH:3]=[C:4]3[C:9](=[CH:10][CH:11]=2)[N:8]=[C:7]([O:12][CH3:13])[CH:6]=[CH:5]3)[CH:18]=[CH:17][N:16]=[CH:15]1. The yield is 0.780.